This data is from Forward reaction prediction with 1.9M reactions from USPTO patents (1976-2016). The task is: Predict the product of the given reaction. (1) The product is: [N:16]1([CH2:9][CH2:8][C:7]2[C:12]3[C:13](=[C:9]([CH3:10])[CH:8]=[CH:10][CH:11]=3)[CH:14]=[CH:15][C:6]=2[C:4]([C:3]2[CH:2]=[CH:1][C:7]3[C:6](=[CH:15][CH:14]=[CH:13][C:12]=3[CH3:11])[C:4]=2[CH2:3][CH2:2][N:16]2[CH2:21][CH2:20][CH2:19][CH2:18][CH2:17]2)=[O:5])[CH2:21][CH2:20][CH2:19][CH2:18][CH2:17]1. Given the reactants [CH3:1][CH:2]=[CH:3][C:4]([C:6]1[CH:15]=[CH:14][CH:13]=[C:12]2[C:7]=1[CH:8]=[CH:9][CH:10]=[CH:11]2)=[O:5].[NH:16]1[CH2:21][CH2:20][CH2:19][CH2:18][CH2:17]1, predict the reaction product. (2) Given the reactants C([N:8](CC1C=CC=CC=1)[CH2:9][C:10]([F:24])([F:23])[CH2:11][O:12][CH2:13][CH2:14][CH2:15][C:16]([O:18][C:19]([CH3:22])([CH3:21])[CH3:20])=[O:17])C1C=CC=CC=1.C(O)(C(F)(F)F)=O, predict the reaction product. The product is: [NH2:8][CH2:9][C:10]([F:23])([F:24])[CH2:11][O:12][CH2:13][CH2:14][CH2:15][C:16]([O:18][C:19]([CH3:20])([CH3:21])[CH3:22])=[O:17]. (3) Given the reactants [CH2:1]([O:3][C:4](=[O:10])[CH:5]([CH:8]=O)[CH:6]=O)[CH3:2].Cl.[NH:12]([C:14]1[CH:15]=[C:16]([CH:20]=[CH:21][C:22]=1[CH3:23])[C:17]([OH:19])=[O:18])[NH2:13], predict the reaction product. The product is: [CH2:1]([O:3][C:4]([C:5]1[CH:8]=[N:13][N:12]([C:14]2[CH:15]=[C:16]([C:17]([OH:19])=[O:18])[CH:20]=[CH:21][C:22]=2[CH3:23])[CH:6]=1)=[O:10])[CH3:2]. (4) Given the reactants [NH2:1][CH:2]1[N:8]=[C:7]([C:9]2[CH:14]=[CH:13][CH:12]=[CH:11][CH:10]=2)[C:6]2[CH:15]=[CH:16][CH:17]=[CH:18][C:5]=2[N:4]([CH3:19])[C:3]1=[O:20].[CH3:21][CH:22]([C:26]([NH:28][CH2:29][C:30]1[CH:35]=[CH:34][C:33]([O:36][CH3:37])=[C:32]([O:38][CH3:39])[CH:31]=1)=[O:27])[C:23](O)=[O:24], predict the reaction product. The product is: [CH3:39][O:38][C:32]1[CH:31]=[C:30]([CH:35]=[CH:34][C:33]=1[O:36][CH3:37])[CH2:29][NH:28][C:26](=[O:27])[CH:22]([CH3:21])[C:23]([NH:1][CH:2]1[C:3](=[O:20])[N:4]([CH3:19])[C:5]2[CH:18]=[CH:17][CH:16]=[CH:15][C:6]=2[C:7]([C:9]2[CH:14]=[CH:13][CH:12]=[CH:11][CH:10]=2)=[N:8]1)=[O:24].